Dataset: Reaction yield outcomes from USPTO patents with 853,638 reactions. Task: Predict the reaction yield, written as a fraction of the theoretical maximum amount of product (1.0 means a 100% yield; for example, 0.34 means a 34% yield). (1) The reactants are [C:1]([N:4]1[C:13]2[C:8](=[CH:9][C:10]([C:14]#[N:15])=[CH:11][CH:12]=2)[C@H:7]([NH:16][C:17]2[CH:22]=[CH:21][C:20]([Cl:23])=[C:19]([CH2:24][O:25][Si](C(C)(C)C)(C)C)[N:18]=2)[C@@H:6]([CH3:33])[C@@H:5]1[CH:34]1[CH2:36][CH2:35]1)(=[O:3])[CH3:2].CCCC[N+](CCCC)(CCCC)CCCC.[F-]. The catalyst is O1CCCC1. The product is [C:1]([N:4]1[C:13]2[C:8](=[CH:9][C:10]([C:14]#[N:15])=[CH:11][CH:12]=2)[C@H:7]([NH:16][C:17]2[CH:22]=[CH:21][C:20]([Cl:23])=[C:19]([CH2:24][OH:25])[N:18]=2)[C@@H:6]([CH3:33])[C@@H:5]1[CH:34]1[CH2:36][CH2:35]1)(=[O:3])[CH3:2]. The yield is 0.770. (2) The reactants are Cl[C:2]1[N:9]=[C:8]([C:10]([F:13])([F:12])[F:11])[CH:7]=[CH:6][C:3]=1[C:4]#[N:5].[CH2:14]([NH2:16])[CH3:15]. The catalyst is O1CCCC1.Cl. The product is [CH2:14]([NH:16][C:2]1[N:9]=[C:8]([C:10]([F:13])([F:12])[F:11])[CH:7]=[CH:6][C:3]=1[C:4]#[N:5])[CH3:15]. The yield is 0.970. (3) The reactants are [CH3:1][O:2][C:3]1[CH:10]=[CH:9][C:6]([C:7]#[N:8])=[CH:5][CH:4]=1.[N-:11]=[N+:12]=[N-:13].[Na+].Cl.C(N(CC)CC)C. The catalyst is C1(C)C(C)=CC=CC=1. The product is [CH3:1][O:2][C:3]1[CH:10]=[CH:9][C:6]([C:7]2[NH:13][N:12]=[N:11][N:8]=2)=[CH:5][CH:4]=1. The yield is 0.750. (4) The reactants are [CH3:1][O:2][C:3]1[CH:4]=[C:5]2[C:10](=[CH:11][C:12]=1[O:13][CH3:14])[N:9]=[CH:8][N:7]=[C:6]2[CH:15]1[CH2:20][CH2:19][NH:18][CH2:17][CH2:16]1.[CH2:21]([C:25]1[CH:30]=[CH:29][C:28]([N:31]=[C:32]=[O:33])=[CH:27][CH:26]=1)[CH2:22][CH2:23][CH3:24]. The catalyst is CN(C=O)C. The product is [CH2:21]([C:25]1[CH:30]=[CH:29][C:28]([NH:31][C:32]([N:18]2[CH2:19][CH2:20][CH:15]([C:6]3[C:5]4[C:10](=[CH:11][C:12]([O:13][CH3:14])=[C:3]([O:2][CH3:1])[CH:4]=4)[N:9]=[CH:8][N:7]=3)[CH2:16][CH2:17]2)=[O:33])=[CH:27][CH:26]=1)[CH2:22][CH2:23][CH3:24]. The yield is 0.410. (5) The reactants are [Br:1][C:2]1[CH:3]=[N:4][CH:5]=[C:6](I)[CH:7]=1.[N:9]1([C:15]([O:17][C:18]([CH3:21])([CH3:20])[CH3:19])=[O:16])[CH2:14][CH2:13][NH:12][CH2:11][CH2:10]1.[O-]P([O-])([O-])=O.[K+].[K+].[K+].C(O)CO. The catalyst is C(O)(C)C.[Cu]I. The product is [C:18]([O:17][C:15]([N:9]1[CH2:14][CH2:13][N:12]([C:6]2[CH:5]=[N:4][CH:3]=[C:2]([Br:1])[CH:7]=2)[CH2:11][CH2:10]1)=[O:16])([CH3:21])([CH3:19])[CH3:20]. The yield is 0.370. (6) The reactants are [CH3:1][N:2]1[CH:6]=[C:5]([NH:7][C:8]([C:10]2[CH:11]=[CH:12][C:13]3[CH:14]=[C:15]4[C:21](=[O:22])[NH:20][CH2:19][CH2:18][CH2:17][N:16]4[C:23]=3[N:24]=2)=[O:9])[N:4]=[C:3]1[C:25](O)=[O:26].[CH:28]1([NH2:33])[CH2:32][CH2:31][CH2:30][CH2:29]1.C1C=CC2N(O)N=NC=2C=1.C(N(CC)C(C)C)(C)C.Cl.C(N=C=NCCCN(C)C)C. The catalyst is CN(C=O)C.CN(C1C=CN=CC=1)C.O. The product is [CH:28]1([NH:33][C:25]([C:3]2[N:2]([CH3:1])[CH:6]=[C:5]([NH:7][C:8]([C:10]3[CH:11]=[CH:12][C:13]4[CH:14]=[C:15]5[C:21](=[O:22])[NH:20][CH2:19][CH2:18][CH2:17][N:16]5[C:23]=4[N:24]=3)=[O:9])[N:4]=2)=[O:26])[CH2:32][CH2:31][CH2:30][CH2:29]1. The yield is 0.100. (7) The reactants are [F:1][C:2]1[C:3]([N:13]2[CH2:18][CH2:17][N:16]([CH2:19][CH2:20][C:21]3[CH:22]=[C:23]([CH:25]=[CH:26][CH:27]=3)[NH2:24])[CH2:15][CH2:14]2)=[C:4]2[C:9](=[CH:10][CH:11]=1)[N:8]=[C:7]([CH3:12])[CH:6]=[CH:5]2.[C:28](Cl)(=[O:30])[CH3:29]. No catalyst specified. The product is [F:1][C:2]1[C:3]([N:13]2[CH2:14][CH2:15][N:16]([CH2:19][CH2:20][C:21]3[CH:22]=[C:23]([NH:24][C:28](=[O:30])[CH3:29])[CH:25]=[CH:26][CH:27]=3)[CH2:17][CH2:18]2)=[C:4]2[C:9](=[CH:10][CH:11]=1)[N:8]=[C:7]([CH3:12])[CH:6]=[CH:5]2. The yield is 0.780. (8) The reactants are [Cl:1][C:2]1[CH:10]=[CH:9][CH:8]=[CH:7][C:3]=1[C:4]([NH2:6])=[O:5].[C:11](Cl)(=[O:15])C(Cl)=O.[Cl-].[NH2:18][CH:19]1[N:23]=[C:22]2[CH:24]=[CH:25][C:26](=[S:28](=[O:30])=[O:29])[CH:27]=[C:21]2[S:20]1.[CH:31]([NH2:34])([CH3:33])[CH3:32]. The catalyst is C1COCC1. The product is [Cl:1][C:2]1[CH:10]=[CH:9][CH:8]=[CH:7][C:3]=1[C:4]([NH:6][C:11](=[O:15])[NH:18][C:19]1[S:20][C:21]2[CH:27]=[C:26]([S:28](=[O:30])(=[O:29])[NH:34][CH:31]([CH3:33])[CH3:32])[CH:25]=[CH:24][C:22]=2[N:23]=1)=[O:5]. The yield is 0.380.